This data is from Full USPTO retrosynthesis dataset with 1.9M reactions from patents (1976-2016). The task is: Predict the reactants needed to synthesize the given product. (1) Given the product [NH2:23][CH2:22][CH2:21][C:20]1[CH:19]=[CH:18][C:17]([C:4]2[C:5]3[C:6]4[CH:16]=[CH:15][S:14][C:7]=4[C:8](=[O:13])[NH:9][C:10]=3[CH:11]=[CH:12][C:3]=2[O:2][CH3:1])=[CH:32][CH:31]=1, predict the reactants needed to synthesize it. The reactants are: [CH3:1][O:2][C:3]1[CH:12]=[CH:11][C:10]2[NH:9][C:8](=[O:13])[C:7]3[S:14][CH:15]=[CH:16][C:6]=3[C:5]=2[C:4]=1[C:17]1[CH:32]=[CH:31][C:20]([CH2:21][CH2:22][NH:23]C(=O)OC(C)(C)C)=[CH:19][CH:18]=1.C(O)(C(F)(F)F)=O. (2) Given the product [CH3:2][N:3]([C:4]1[C:5]2[CH:12]=[CH:11][NH:10][C:6]=2[N:7]=[CH:8][N:9]=1)[CH:13]1[CH2:21][C@H:16]2[CH2:17][N:18]([C:23]([O:25][CH3:26])=[O:24])[CH2:19][CH2:20][C@H:15]2[CH2:14]1, predict the reactants needed to synthesize it. The reactants are: Cl.[CH3:2][N:3]([CH:13]1[CH2:21][C@H:16]2[CH2:17][NH:18][CH2:19][CH2:20][C@H:15]2[CH2:14]1)[C:4]1[C:5]2[CH:12]=[CH:11][NH:10][C:6]=2[N:7]=[CH:8][N:9]=1.Cl[C:23]([O:25][CH3:26])=[O:24].C(N(CC)CC)C.O. (3) Given the product [Cl:20][CH2:19][CH2:18][CH2:17][NH:9][C:4]1[CH:5]=[CH:6][CH:7]=[CH:8][C:3]=1[O:2][CH3:1], predict the reactants needed to synthesize it. The reactants are: [CH3:1][O:2][C:3]1[C:4]([NH2:9])=[CH:5][CH:6]=[CH:7][CH:8]=1.C(=O)([O-])[O-].[K+].[K+].Br[CH2:17][CH2:18][CH2:19][Cl:20].O. (4) Given the product [Cl:20][C:21]1[CH:29]=[CH:28][C:24]([C:25]([NH:1][CH2:2][C:3](=[O:4])[NH:5][CH:6]([C:14]2[CH:19]=[CH:18][CH:17]=[CH:16][CH:15]=2)[C:7]2[CH:12]=[CH:11][C:10]([CH3:13])=[CH:9][CH:8]=2)=[O:26])=[CH:23][CH:22]=1, predict the reactants needed to synthesize it. The reactants are: [NH2:1][CH2:2][C:3]([NH:5][CH:6]([C:14]1[CH:19]=[CH:18][CH:17]=[CH:16][CH:15]=1)[C:7]1[CH:12]=[CH:11][C:10]([CH3:13])=[CH:9][CH:8]=1)=[O:4].[Cl:20][C:21]1[CH:29]=[CH:28][C:24]([C:25](O)=[O:26])=[CH:23][CH:22]=1. (5) Given the product [OH:7][CH2:6][C@@H:5]1[C@H:4]([C:8]2[CH:13]=[CH:12][CH:11]=[CH:10][CH:9]=2)[C@:3]1([NH:14][S:15]([C:18]1[S:19][C:20]([C:23]2[CH:27]=[C:26]([C:28]([F:29])([F:31])[F:30])[O:25][N:24]=2)=[CH:21][CH:22]=1)(=[O:16])=[O:17])[C:2]([OH:38])=[O:1], predict the reactants needed to synthesize it. The reactants are: [O:1]=[C:2]1[O:7][CH2:6][C@H:5]2[C@:3]1([NH:14][S:15]([C:18]1[S:19][C:20]([C:23]3[CH:27]=[C:26]([C:28]([F:31])([F:30])[F:29])[O:25][N:24]=3)=[CH:21][CH:22]=1)(=[O:17])=[O:16])[C@H:4]2[C:8]1[CH:13]=[CH:12][CH:11]=[CH:10][CH:9]=1.O[Li].O.C1C[O:38]CC1. (6) Given the product [CH3:1][O:2][C:3](=[O:18])[C:4]1[CH:9]=[CH:8][C:7]([O:10][CH2:11][CH2:12][N:13]([S:14]([CH3:17])(=[O:16])=[O:15])[CH2:29]/[CH:30]=[CH:31]/[C:32]2[CH:37]=[CH:36][CH:35]=[CH:34][CH:33]=2)=[CH:6][CH:5]=1, predict the reactants needed to synthesize it. The reactants are: [CH3:1][O:2][C:3](=[O:18])[C:4]1[CH:9]=[CH:8][C:7]([O:10][CH2:11][CH2:12][NH:13][S:14]([CH3:17])(=[O:16])=[O:15])=[CH:6][CH:5]=1.C[Si]([N-][Si](C)(C)C)(C)C.[Na+].[CH2:29](Br)[CH:30]=[CH:31][C:32]1[CH:37]=[CH:36][CH:35]=[CH:34][CH:33]=1.Cl. (7) Given the product [CH:1]([C:3]1[CH:4]=[C:5]([CH:49]=[CH:50][CH:51]=1)[CH2:6][O:7][C:8]([C@@H:10]1[CH2:15][CH2:14][CH2:13][N:12]([C:16](=[O:48])[C@@H:17]([NH:33][C:34](=[O:47])[C@@H:35]([NH2:39])[CH:36]([CH3:38])[CH3:37])[CH2:18][C:19]2[CH:24]=[CH:23][CH:22]=[C:21]([O:25][Si:26]([C:29]([CH3:30])([CH3:31])[CH3:32])([CH3:28])[CH3:27])[CH:20]=2)[NH:11]1)=[O:9])=[CH2:2], predict the reactants needed to synthesize it. The reactants are: [CH:1]([C:3]1[CH:4]=[C:5]([CH:49]=[CH:50][CH:51]=1)[CH2:6][O:7][C:8]([C@@H:10]1[CH2:15][CH2:14][CH2:13][N:12]([C:16](=[O:48])[C@@H:17]([NH:33][C:34](=[O:47])[C@@H:35]([NH:39]C(OC(C)(C)C)=O)[CH:36]([CH3:38])[CH3:37])[CH2:18][C:19]2[CH:24]=[CH:23][CH:22]=[C:21]([O:25][Si:26]([C:29]([CH3:32])([CH3:31])[CH3:30])([CH3:28])[CH3:27])[CH:20]=2)[NH:11]1)=[O:9])=[CH2:2].CCN(C(C)C)C(C)C.